Dataset: Forward reaction prediction with 1.9M reactions from USPTO patents (1976-2016). Task: Predict the product of the given reaction. (1) The product is: [OH:18][CH2:17][C@@H:16]([NH:15][C:13](=[O:14])[O:12][C:8]([CH3:10])([CH3:9])[CH3:11])[CH2:20][C:21]1[CH:26]=[CH:25][CH:24]=[C:23]([C:27]([F:30])([F:29])[F:28])[CH:22]=1. Given the reactants [Li+].[BH4-].[Si](Cl)(C)(C)C.[C:8]([O:12][C:13]([NH:15][C@@H:16]([CH2:20][C:21]1[CH:26]=[CH:25][CH:24]=[C:23]([C:27]([F:30])([F:29])[F:28])[CH:22]=1)[C:17](O)=[O:18])=[O:14])([CH3:11])([CH3:10])[CH3:9].[OH-].[Na+], predict the reaction product. (2) The product is: [CH2:1]([O:8][C:9]([N:11]([CH2:18][CH2:19][CH2:20][N:21]1[C:26]2[CH:27]=[CH:28][C:29]([S:31][CH:32]([C:39]3[CH:44]=[CH:43][CH:42]=[CH:41][CH:40]=3)[CH2:33][C:34]([O:36][CH2:37][CH3:38])=[O:35])=[CH:30][C:25]=2[O:24][CH2:23][C:22]1=[O:45])[C:12]1[CH:17]=[CH:16][CH:15]=[CH:14][N+:13]=1[O-:49])=[O:10])[C:2]1[CH:3]=[CH:4][CH:5]=[CH:6][CH:7]=1. Given the reactants [CH2:1]([O:8][C:9]([N:11]([CH2:18][CH2:19][CH2:20][N:21]1[C:26]2[CH:27]=[CH:28][C:29]([S:31][CH:32]([C:39]3[CH:44]=[CH:43][CH:42]=[CH:41][CH:40]=3)[CH2:33][C:34]([O:36][CH2:37][CH3:38])=[O:35])=[CH:30][C:25]=2[O:24][CH2:23][C:22]1=[O:45])[C:12]1[CH:17]=[CH:16][CH:15]=[CH:14][N:13]=1)=[O:10])[C:2]1[CH:7]=[CH:6][CH:5]=[CH:4][CH:3]=1.Br.C(O)(=[O:49])C, predict the reaction product. (3) Given the reactants [CH2:1]([OH:5])[CH:2]([OH:4])[CH3:3].[C:6]1([CH3:16])[CH:11]=[CH:10][C:9](S(O)(=O)=O)=[CH:8][CH:7]=1.[C:17]1(C)C=CC=CC=1, predict the reaction product. The product is: [CH3:3][CH:2]1[CH2:1][O:5][C:7]2([CH:8]([CH3:17])[CH2:9][CH2:10][CH2:11][CH:6]2[CH3:16])[O:4]1. (4) Given the reactants [NH2:1][C:2]1[CH:7]=[CH:6][C:5]([C:8]2[CH:14]=[CH:13][C:11]([NH2:12])=[CH:10][CH:9]=2)=[CH:4][CH:3]=1.CN(C)C=O.O1CCCC1.O.C(=O)([O-])[O-].[K+].[K+].[C:32](O[C:32]([O:34][C:35]([CH3:38])([CH3:37])[CH3:36])=[O:33])([O:34][C:35]([CH3:38])([CH3:37])[CH3:36])=[O:33], predict the reaction product. The product is: [NH2:1][C:2]1[CH:3]=[CH:4][C:5]([C:8]2[CH:14]=[CH:13][C:11]([NH:12][C:32](=[O:33])[O:34][C:35]([CH3:38])([CH3:37])[CH3:36])=[CH:10][CH:9]=2)=[CH:6][CH:7]=1. (5) Given the reactants [O:1]1[C:5]2[CH:6]=[CH:7][C:8]([C:10]3([C:13]([NH:15][C:16]4[CH:21]=[CH:20][C:19]([CH:22]([OH:31])[C:23]5[CH:28]=[CH:27][CH:26]=[CH:25][C:24]=5[O:29][CH3:30])=[CH:18][N:17]=4)=[O:14])[CH2:12][CH2:11]3)=[CH:9][C:4]=2[O:3][CH2:2]1.[CH3:32][N:33]([CH3:37])[CH2:34][CH2:35]O.O1C2C=CC(C3(C(NC4C=CC(C(OCC(O)C)C5C=CC=CC=5OC)=CN=4)=O)CC3)=CC=2OC1, predict the reaction product. The product is: [O:1]1[C:5]2[CH:6]=[CH:7][C:8]([C:10]3([C:13]([NH:15][C:16]4[CH:21]=[CH:20][C:19]([CH:22]([O:31][CH2:35][CH2:34][N:33]([CH3:37])[CH3:32])[C:23]5[CH:28]=[CH:27][CH:26]=[CH:25][C:24]=5[O:29][CH3:30])=[CH:18][N:17]=4)=[O:14])[CH2:12][CH2:11]3)=[CH:9][C:4]=2[O:3][CH2:2]1. (6) Given the reactants [NH2:1][C:2]1[C:7]2=[CH:8]C(C#N)=[CH:10][N:6]2[N:5]=[CH:4][N:3]=1.S(=O)(=O)(O)O.[OH-].[Na+].[C:20]([O:23][CH2:24][CH3:25])(=[O:22])[CH3:21], predict the reaction product. The product is: [NH2:1][C:2]1[C:7]2=[CH:8][C:21]([C:20]([O:23][CH2:24][CH3:25])=[O:22])=[CH:10][N:6]2[N:5]=[CH:4][N:3]=1. (7) The product is: [F:1][C@H:2]1[CH2:12][N:5]2[CH2:6][CH2:7][NH:8][CH2:9][CH:4]2[CH2:3]1. Given the reactants [F:1][C@H:2]1[CH2:12][N:5]2[C:6](=O)[CH2:7][NH:8][C:9](=O)[CH:4]2[CH2:3]1.C1COCC1.[H-].[Al+3].[Li+].[H-].[H-].[H-].[OH-].[Na+], predict the reaction product. (8) Given the reactants [F:1][C:2]1[CH:7]=[C:6]([F:8])[CH:5]=[CH:4][C:3]=1B(O)O.C(=O)([O-])[O-].[Na+].[Na+].[C:18]([NH:26][C:27]1[CH:36]=[C:35](Br)[CH:34]=[CH:33][C:28]=1[C:29]([O:31]C)=[O:30])(=[O:25])[C:19]1[CH:24]=[CH:23][CH:22]=[CH:21][CH:20]=1, predict the reaction product. The product is: [C:18]([NH:26][C:27]1[CH:36]=[C:35]([C:3]2[CH:4]=[CH:5][C:6]([F:8])=[CH:7][C:2]=2[F:1])[CH:34]=[CH:33][C:28]=1[C:29]([OH:31])=[O:30])(=[O:25])[C:19]1[CH:20]=[CH:21][CH:22]=[CH:23][CH:24]=1. (9) Given the reactants Br[C:2]1[CH:38]=[N:37][C:5]2[N:6]([C:19]([NH:21][CH:22]([C:26]3[CH:31]=[CH:30][C:29]([O:32][C:33]([F:36])([F:35])[F:34])=[CH:28][CH:27]=3)[CH2:23][O:24][CH3:25])=[O:20])[CH2:7][C:8](=[O:18])[N:9]([CH2:10][O:11][CH2:12][CH2:13][Si:14]([CH3:17])([CH3:16])[CH3:15])[C:4]=2[CH:3]=1.[NH:39]1[CH2:42][CH2:41][CH2:40]1.C(=O)([O-])[O-].[Cs+].[Cs+].CC1(C)C2C=CC=C(P(C3C=CC=CC=3)C3C=CC=CC=3)C=2OC2C1=CC=CC=2P(C1C=CC=CC=1)C1C=CC=CC=1, predict the reaction product. The product is: [N:39]1([C:2]2[CH:38]=[N:37][C:5]3[N:6]([C:19]([NH:21][CH:22]([C:26]4[CH:31]=[CH:30][C:29]([O:32][C:33]([F:36])([F:35])[F:34])=[CH:28][CH:27]=4)[CH2:23][O:24][CH3:25])=[O:20])[CH2:7][C:8](=[O:18])[N:9]([CH2:10][O:11][CH2:12][CH2:13][Si:14]([CH3:17])([CH3:16])[CH3:15])[C:4]=3[CH:3]=2)[CH2:42][CH2:41][CH2:40]1. (10) Given the reactants Cl.[NH2:2][C@H:3]([C:9]([OH:11])=[O:10])[CH2:4][CH2:5][CH2:6][CH2:7][NH2:8].[C:12](O)(=[O:24])[CH2:13][CH2:14][CH2:15][CH2:16][CH2:17][CH2:18][CH2:19][CH2:20][CH2:21][CH2:22][CH3:23].C(#N)C, predict the reaction product. The product is: [C:12]([NH:8][CH2:7][CH2:6][CH2:5][CH2:4][C@@H:3]([C:9]([OH:11])=[O:10])[NH2:2])(=[O:24])[CH2:13][CH2:14][CH2:15][CH2:16][CH2:17][CH2:18][CH2:19][CH2:20][CH2:21][CH2:22][CH3:23].